This data is from Forward reaction prediction with 1.9M reactions from USPTO patents (1976-2016). The task is: Predict the product of the given reaction. (1) The product is: [CH3:1][N:2]1[C@@H:7]2[CH2:8][C:9]3[CH:14]=[CH:13][C:12]([O:15][CH3:16])=[C:11]4[O:17][C@H:18]5[C:19]([CH2:20][CH2:21][C@@H:6]2[C@:5]5([C:10]=34)[CH2:4][CH2:3]1)=[O:22]. Given the reactants [CH3:1][N:2]1[C@@H:7]2[CH2:8][C:9]3[CH:14]=[CH:13][C:12]([O:15][CH3:16])=[C:11]4[O:17][C@H:18]5[C:19]([O:22]C)=[CH:20][CH2:21][C@@H:6]2[C@:5]5([C:10]=34)[CH2:4][CH2:3]1.Cl.C, predict the reaction product. (2) Given the reactants C([N:4](CC)C(C)C)(C)C.C(OC(=O)[N:16]([C:25]1[S:26][C@:27]2([C:42]3[O:46][CH:45]=[N:44][CH:43]=3)[C@H:29]([C@:30]([C:34]3[CH:39]=[C:38](Br)[CH:37]=[CH:36][C:35]=3[F:41])([CH2:32][F:33])[N:31]=1)[CH2:28]2)COCC[Si](C)(C)C)(C)(C)C, predict the reaction product. The product is: [NH2:4][C:38]1[CH:37]=[CH:36][C:35]([F:41])=[C:34]([C@:30]2([CH2:32][F:33])[C@H:29]3[C@:27]([C:42]4[O:46][CH:45]=[N:44][CH:43]=4)([CH2:28]3)[S:26][C:25]([NH2:16])=[N:31]2)[CH:39]=1. (3) Given the reactants [NH2:1][CH2:2][CH:3]1[CH2:12][CH2:11][CH2:10][C:9]2[CH:8]=[C:7]([NH:13][S:14]([C:17]3[CH:22]=[CH:21][CH:20]=[CH:19][CH:18]=3)(=[O:16])=[O:15])[CH:6]=[CH:5][C:4]1=2.I.CS[C:26]1[NH:27][CH2:28][CH2:29][N:30]=1, predict the reaction product. The product is: [NH:30]1[CH2:29][CH2:28][N:27]=[C:26]1[NH:1][CH2:2][CH:3]1[CH2:12][CH2:11][CH2:10][C:9]2[CH:8]=[C:7]([NH:13][S:14]([C:17]3[CH:18]=[CH:19][CH:20]=[CH:21][CH:22]=3)(=[O:16])=[O:15])[CH:6]=[CH:5][C:4]1=2. (4) Given the reactants [Cl:1][C:2]1[C:10]2[C:5](=[CH:6][C:7]([C:11]([NH:13][CH:14]([C:24]3[CH:29]=[CH:28][N:27]=[CH:26][CH:25]=3)[CH2:15][O:16][CH2:17][CH:18]3[CH2:23][CH2:22][NH:21][CH2:20][CH2:19]3)=[O:12])=[CH:8][CH:9]=2)[NH:4][CH:3]=1.[CH3:30][C:31]([CH3:33])=O, predict the reaction product. The product is: [Cl:1][C:2]1[C:10]2[C:5](=[CH:6][C:7]([C:11]([NH:13][CH:14]([C:24]3[CH:29]=[CH:28][N:27]=[CH:26][CH:25]=3)[CH2:15][O:16][CH2:17][CH:18]3[CH2:19][CH2:20][N:21]([CH:31]([CH3:33])[CH3:30])[CH2:22][CH2:23]3)=[O:12])=[CH:8][CH:9]=2)[NH:4][CH:3]=1. (5) Given the reactants [CH:1]12[CH2:10][CH:5]3[CH2:6][CH:7]([CH2:9][CH:3]([CH2:4]3)[CH:2]1[NH:11][C:12]([C:14]1[CH:15]=[N:16][N:17]([CH3:20])[C:18]=1Cl)=[O:13])[CH2:8]2.[OH:21][CH:22]1[CH2:27][CH2:26][NH:25][CH2:24][CH2:23]1, predict the reaction product. The product is: [CH:1]12[CH2:10][CH:5]3[CH2:6][CH:7]([CH2:9][CH:3]([CH2:4]3)[CH:2]1[NH:11][C:12]([C:14]1[CH:15]=[N:16][N:17]([CH3:20])[C:18]=1[N:25]1[CH2:26][CH2:27][CH:22]([OH:21])[CH2:23][CH2:24]1)=[O:13])[CH2:8]2. (6) Given the reactants [CH2:1]([O:3][CH:4]([O:7][CH2:8][CH3:9])[C:5]#[CH:6])[CH3:2].[C:10]([N:14]=[N+:15]=[N-:16])([CH3:13])([CH3:12])[CH3:11].C(=O)(O)[O-].[Na+].O=C1O[C@H]([C@H](CO)O)C([O-])=C1O.[Na+].[O-][Mn](=O)(=O)=O.[K+].C(N(CC(O)=O)CC(O)=O)CN(CC(O)=O)CC(O)=O, predict the reaction product. The product is: [C:10]([N:14]1[CH:6]=[C:5]([CH:4]([O:7][CH2:8][CH3:9])[O:3][CH2:1][CH3:2])[N:16]=[N:15]1)([CH3:13])([CH3:12])[CH3:11].